From a dataset of Catalyst prediction with 721,799 reactions and 888 catalyst types from USPTO. Predict which catalyst facilitates the given reaction. (1) Reactant: C([O:3][C:4](=[O:17])[CH2:5][O:6][C:7]1[CH:12]=[CH:11][C:10]([Br:13])=[CH:9][C:8]=1[C:14](=O)[CH3:15])C.[O-]CC.[Na+].CO.ClCCl. Product: [Br:13][C:10]1[CH:11]=[CH:12][C:7]2[O:6][C:5]([C:4]([OH:3])=[O:17])=[C:14]([CH3:15])[C:8]=2[CH:9]=1. The catalyst class is: 8. (2) Reactant: FC(F)(F)C([N:5]([CH2:21][CH:22]1[CH2:27][CH2:26][N:25]([CH2:28][C:29]2[CH:38]=[CH:37][C:32]([C:33]([O:35]C)=[O:34])=[CH:31][CH:30]=2)[CH2:24][CH2:23]1)[C@@H:6]1[CH2:8][C@H:7]1[C:9]1[CH:14]=[CH:13][C:12]([C:15]2[CH:16]=[N:17][N:18]([CH3:20])[CH:19]=2)=[CH:11][CH:10]=1)=O.[OH-].[Na+]. Product: [CH3:20][N:18]1[CH:19]=[C:15]([C:12]2[CH:13]=[CH:14][C:9]([C@@H:7]3[CH2:8][C@H:6]3[NH:5][CH2:21][CH:22]3[CH2:23][CH2:24][N:25]([CH2:28][C:29]4[CH:30]=[CH:31][C:32]([C:33]([OH:35])=[O:34])=[CH:37][CH:38]=4)[CH2:26][CH2:27]3)=[CH:10][CH:11]=2)[CH:16]=[N:17]1. The catalyst class is: 5.